Dataset: Peptide-MHC class II binding affinity with 134,281 pairs from IEDB. Task: Regression. Given a peptide amino acid sequence and an MHC pseudo amino acid sequence, predict their binding affinity value. This is MHC class II binding data. (1) The peptide sequence is WKKYFAATQFEPLAA. The MHC is HLA-DQA10401-DQB10402 with pseudo-sequence HLA-DQA10401-DQB10402. The binding affinity (normalized) is 0.451. (2) The peptide sequence is ISASSAAQRRGRIGR. The MHC is HLA-DQA10201-DQB10303 with pseudo-sequence HLA-DQA10201-DQB10303. The binding affinity (normalized) is 0.318.